This data is from Full USPTO retrosynthesis dataset with 1.9M reactions from patents (1976-2016). The task is: Predict the reactants needed to synthesize the given product. Given the product [CH:40]1([CH2:39][NH:44][C:6](=[O:8])[C:5]2[CH:9]=[CH:10][C:2]([CH3:1])=[C:3]([B:11]3[O:12][C:13]([CH3:19])([CH3:18])[C:14]([CH3:16])([CH3:17])[O:15]3)[CH:4]=2)[CH2:42][CH2:41]1, predict the reactants needed to synthesize it. The reactants are: [CH3:1][C:2]1[CH:10]=[CH:9][C:5]([C:6]([OH:8])=O)=[CH:4][C:3]=1[B:11]1[O:15][C:14]([CH3:17])([CH3:16])[C:13]([CH3:19])([CH3:18])[O:12]1.CCN(C(C)C)C(C)C.CN(C(ON1N=[N:44][C:39]2[CH:40]=[CH:41][CH:42]=NC1=2)=[N+](C)C)C.F[P-](F)(F)(F)(F)F.C1(CN)CC1.